From a dataset of Peptide-MHC class II binding affinity with 134,281 pairs from IEDB. Regression. Given a peptide amino acid sequence and an MHC pseudo amino acid sequence, predict their binding affinity value. This is MHC class II binding data. (1) The peptide sequence is EEWEPLTKKGNVWEV. The MHC is HLA-DPA10201-DPB10101 with pseudo-sequence HLA-DPA10201-DPB10101. The binding affinity (normalized) is 0.0749. (2) The peptide sequence is IWYMWLGARYLEFEAKK. The MHC is HLA-DQA10201-DQB10402 with pseudo-sequence HLA-DQA10201-DQB10402. The binding affinity (normalized) is 0.680. (3) The peptide sequence is DAYVATLTEALRVIA. The MHC is DRB3_0101 with pseudo-sequence DRB3_0101. The binding affinity (normalized) is 0.500. (4) The peptide sequence is PLQCSALLVREEGLMQNCNQ. The MHC is HLA-DQA10301-DQB10302 with pseudo-sequence HLA-DQA10301-DQB10302. The binding affinity (normalized) is 0. (5) The peptide sequence is MTSLALVGAALHPFA. The MHC is DRB3_0202 with pseudo-sequence DRB3_0202. The binding affinity (normalized) is 0. (6) The peptide sequence is AFKVAATAANAALAN. The MHC is HLA-DPA10103-DPB10301 with pseudo-sequence HLA-DPA10103-DPB10301. The binding affinity (normalized) is 0.701. (7) The peptide sequence is YYSEPTSENNAHHVC. The MHC is DRB1_1301 with pseudo-sequence DRB1_1301. The binding affinity (normalized) is 0.256. (8) The peptide sequence is YGLITEQFINYCLDF. The MHC is DRB1_0101 with pseudo-sequence DRB1_0101. The binding affinity (normalized) is 0.498. (9) The peptide sequence is ECKYFAATQFEPLAA. The MHC is DRB1_0701 with pseudo-sequence DRB1_0701. The binding affinity (normalized) is 0.759. (10) The peptide sequence is YDKFPANVSTVLTGK. The MHC is DRB1_1001 with pseudo-sequence DRB1_1001. The binding affinity (normalized) is 0.274.